Dataset: NCI-60 drug combinations with 297,098 pairs across 59 cell lines. Task: Regression. Given two drug SMILES strings and cell line genomic features, predict the synergy score measuring deviation from expected non-interaction effect. (1) Synergy scores: CSS=45.6, Synergy_ZIP=7.29, Synergy_Bliss=6.17, Synergy_Loewe=3.68, Synergy_HSA=3.75. Drug 1: C#CCC(CC1=CN=C2C(=N1)C(=NC(=N2)N)N)C3=CC=C(C=C3)C(=O)NC(CCC(=O)O)C(=O)O. Drug 2: CN(CC1=CN=C2C(=N1)C(=NC(=N2)N)N)C3=CC=C(C=C3)C(=O)NC(CCC(=O)O)C(=O)O. Cell line: KM12. (2) Drug 1: CCCCC(=O)OCC(=O)C1(CC(C2=C(C1)C(=C3C(=C2O)C(=O)C4=C(C3=O)C=CC=C4OC)O)OC5CC(C(C(O5)C)O)NC(=O)C(F)(F)F)O. Drug 2: CCC1(C2=C(COC1=O)C(=O)N3CC4=CC5=C(C=CC(=C5CN(C)C)O)N=C4C3=C2)O.Cl. Cell line: HCT-15. Synergy scores: CSS=45.1, Synergy_ZIP=-3.86, Synergy_Bliss=-4.15, Synergy_Loewe=-15.2, Synergy_HSA=-5.46. (3) Drug 1: CNC(=O)C1=CC=CC=C1SC2=CC3=C(C=C2)C(=NN3)C=CC4=CC=CC=N4. Drug 2: CC1C(C(CC(O1)OC2CC(CC3=C2C(=C4C(=C3O)C(=O)C5=C(C4=O)C(=CC=C5)OC)O)(C(=O)C)O)N)O.Cl. Cell line: KM12. Synergy scores: CSS=51.6, Synergy_ZIP=5.62, Synergy_Bliss=8.00, Synergy_Loewe=11.2, Synergy_HSA=11.5. (4) Drug 1: CC12CCC3C(C1CCC2=O)CC(=C)C4=CC(=O)C=CC34C. Drug 2: C1C(C(OC1N2C=NC(=NC2=O)N)CO)O. Cell line: HT29. Synergy scores: CSS=30.5, Synergy_ZIP=0.956, Synergy_Bliss=1.53, Synergy_Loewe=3.43, Synergy_HSA=4.73.